This data is from Full USPTO retrosynthesis dataset with 1.9M reactions from patents (1976-2016). The task is: Predict the reactants needed to synthesize the given product. (1) Given the product [F:25][C:22]1[CH:23]=[CH:24][C:19]([CH2:18][N:10]([C:11]2[CH:12]=[CH:13][C:14]([F:17])=[CH:15][CH:16]=2)[C:8]([CH:7]=[C:5]([OH:6])[C:4]([OH:26])=[O:3])=[O:9])=[CH:20][CH:21]=1, predict the reactants needed to synthesize it. The reactants are: CC1(C)[O:6][C:5](=[CH:7][C:8]([N:10]([CH2:18][C:19]2[CH:24]=[CH:23][C:22]([F:25])=[CH:21][CH:20]=2)[C:11]2[CH:16]=[CH:15][C:14]([F:17])=[CH:13][CH:12]=2)=[O:9])[C:4](=[O:26])[O:3]1.N#N. (2) Given the product [CH3:30][S:31]([O:26][CH2:25][C:22]1[N:21]=[CH:20][C:19]2[N:18]=[CH:17][N:16]([C:14]3[S:13][C:12]([C:27](=[O:28])[NH2:29])=[C:11]([O:10][C@@H:8]([C:3]4[CH:4]=[CH:5][CH:6]=[CH:7][C:2]=4[Cl:1])[CH3:9])[CH:15]=3)[C:24]=2[CH:23]=1)(=[O:33])=[O:32], predict the reactants needed to synthesize it. The reactants are: [Cl:1][C:2]1[CH:7]=[CH:6][CH:5]=[CH:4][C:3]=1[C@H:8]([O:10][C:11]1[CH:15]=[C:14]([N:16]2[C:24]3[CH:23]=[C:22]([CH2:25][OH:26])[N:21]=[CH:20][C:19]=3[N:18]=[CH:17]2)[S:13][C:12]=1[C:27]([NH2:29])=[O:28])[CH3:9].[CH3:30][S:31](Cl)(=[O:33])=[O:32].C(N(CC)CC)C. (3) Given the product [O:42]1[C:41]2[CH:46]=[CH:47][C:38]([CH2:37][N:29]([CH:26]3[CH2:27][CH2:28][N:23]([CH2:22][CH2:21][N:14]4[C:15]5[C:20](=[CH:19][CH:18]=[CH:17][CH:16]=5)[C:11]([OH:10])=[CH:12][C:13]4=[O:48])[CH2:24][CH2:25]3)[C:30](=[O:36])[O:31][C:32]([CH3:35])([CH3:34])[CH3:33])=[CH:39][C:40]=2[O:45][CH2:44][CH2:43]1, predict the reactants needed to synthesize it. The reactants are: CO.C([O:10][C:11]1[C:20]2[C:15](=[CH:16][CH:17]=[CH:18][CH:19]=2)[N:14]([CH2:21][CH2:22][N:23]2[CH2:28][CH2:27][CH:26]([N:29]([CH2:37][C:38]3[CH:47]=[CH:46][C:41]4[O:42][CH2:43][CH2:44][O:45][C:40]=4[CH:39]=3)[C:30](=[O:36])[O:31][C:32]([CH3:35])([CH3:34])[CH3:33])[CH2:25][CH2:24]2)[C:13](=[O:48])[CH:12]=1)C1C=CC=CC=1. (4) Given the product [C:12]1([CH3:7])[CH:13]=[CH:14][CH:15]=[CH:16][C:17]=1[NH:38][C:23]1[CH:28]=[CH:27][CH:26]=[CH:25][C:24]=1[CH3:29], predict the reactants needed to synthesize it. The reactants are: C(P(C(C)(C)C)C1C=CC=C[C:7]=1[C:12]1[CH:17]=[CH:16][CH:15]=[CH:14][CH:13]=1)(C)(C)C.Br[C:23]1[CH:28]=[CH:27][CH:26]=[CH:25][C:24]=1[CH3:29].ClC1C=CC=CC=1C.[NH2-:38].[Li+].CC(C)([O-])C.[Na+]. (5) Given the product [Cl:1][C:2]1[CH:7]=[CH:6][C:5]([S:8][C:9]2[C:10]([C:21]3[N:22]=[C:23]([CH3:30])[C:24]([C:27]([NH2:32])=[O:29])=[N:25][CH:26]=3)=[N:11][N:12]([C:14]3[CH:15]=[N:16][CH:17]=[C:18]([F:20])[CH:19]=3)[CH:13]=2)=[CH:4][CH:3]=1, predict the reactants needed to synthesize it. The reactants are: [Cl:1][C:2]1[CH:7]=[CH:6][C:5]([S:8][C:9]2[C:10]([C:21]3[N:22]=[C:23]([CH3:30])[C:24]([C:27]([OH:29])=O)=[N:25][CH:26]=3)=[N:11][N:12]([C:14]3[CH:15]=[N:16][CH:17]=[C:18]([F:20])[CH:19]=3)[CH:13]=2)=[CH:4][CH:3]=1.C[N:32](C(ON1N=NC2C=CC=NC1=2)=[N+](C)C)C.F[P-](F)(F)(F)(F)F.CN.CCN(C(C)C)C(C)C. (6) The reactants are: F[C:2]1[CH:3]=[N:4][CH:5]=[CH:6][C:7]=1[C:8]1[O:9][C:10]2[CH:16]=[CH:15][C:14]([C:17]([F:20])([F:19])[F:18])=[CH:13][C:11]=2[N:12]=1.C(=O)([O-])[O-].[K+].[K+].CN(C=O)C.[F:32][C:33]([F:37])([F:36])[CH2:34][SH:35]. Given the product [F:32][C:33]([F:37])([F:36])[CH2:34][S:35][C:2]1[CH:3]=[N:4][CH:5]=[CH:6][C:7]=1[C:8]1[O:9][C:10]2[CH:16]=[CH:15][C:14]([C:17]([F:20])([F:19])[F:18])=[CH:13][C:11]=2[N:12]=1, predict the reactants needed to synthesize it. (7) Given the product [F:10][C:11]1[CH:16]=[CH:15][C:14]([C:17]([F:20])([F:19])[F:18])=[CH:13][C:12]=1[NH:21][C:22]([NH:1][C:2]1[CH:9]=[CH:8][CH:7]=[C:4]([CH:5]=[O:6])[CH:3]=1)=[O:23], predict the reactants needed to synthesize it. The reactants are: [NH2:1][C:2]1[CH:3]=[C:4]([CH:7]=[CH:8][CH:9]=1)[CH:5]=[O:6].[F:10][C:11]1[CH:16]=[CH:15][C:14]([C:17]([F:20])([F:19])[F:18])=[CH:13][C:12]=1[N:21]=[C:22]=[O:23].S([O-])(O)(=O)=O.[K+]. (8) Given the product [C:23]([O:27][C:28]([NH:30][C@@H:31]([CH3:35])[C:32]([N:1]1[C:9]2[CH2:8][CH2:7][CH2:6][CH2:5][C:4]=2[CH2:3][C@H:2]1[C:10]([O:12][CH2:13][C:14]1[CH:19]=[CH:18][CH:17]=[CH:16][CH:15]=1)=[O:11])=[O:33])=[O:29])([CH3:26])([CH3:25])[CH3:24], predict the reactants needed to synthesize it. The reactants are: [NH:1]1[C:9]2[CH2:8][CH2:7][CH2:6][CH2:5][C:4]=2[CH2:3][C@H:2]1[C:10]([O:12][CH2:13][C:14]1[CH:19]=[CH:18][CH:17]=[CH:16][CH:15]=1)=[O:11].ClCCl.[C:23]([O:27][C:28]([NH:30][C@@H:31]([CH3:35])[C:32](Cl)=[O:33])=[O:29])([CH3:26])([CH3:25])[CH3:24]. (9) Given the product [Si:1]([O:8][CH2:9][CH2:10][N:11]1[CH:15]=[C:14]([C:26]2[CH:27]=[C:28]3[C:32](=[CH:33][CH:34]=2)[N:31]([CH2:35][O:36][CH2:37][CH2:38][Si:39]([CH3:42])([CH3:40])[CH3:41])[N:30]=[C:29]3[C:43]([O:45][CH3:46])=[O:44])[CH:13]=[N:12]1)([C:4]([CH3:5])([CH3:6])[CH3:7])([CH3:2])[CH3:3], predict the reactants needed to synthesize it. The reactants are: [Si:1]([O:8][CH2:9][CH2:10][N:11]1[CH:15]=[C:14](B2OC(C)(C)C(C)(C)O2)[CH:13]=[N:12]1)([C:4]([CH3:7])([CH3:6])[CH3:5])([CH3:3])[CH3:2].Br[C:26]1[CH:27]=[C:28]2[C:32](=[CH:33][CH:34]=1)[N:31]([CH2:35][O:36][CH2:37][CH2:38][Si:39]([CH3:42])([CH3:41])[CH3:40])[N:30]=[C:29]2[C:43]([O:45][CH3:46])=[O:44].